Dataset: NCI-60 drug combinations with 297,098 pairs across 59 cell lines. Task: Regression. Given two drug SMILES strings and cell line genomic features, predict the synergy score measuring deviation from expected non-interaction effect. (1) Drug 1: C1=CC(=CC=C1C#N)C(C2=CC=C(C=C2)C#N)N3C=NC=N3. Drug 2: CCN(CC)CCCC(C)NC1=C2C=C(C=CC2=NC3=C1C=CC(=C3)Cl)OC. Cell line: COLO 205. Synergy scores: CSS=36.1, Synergy_ZIP=3.02, Synergy_Bliss=3.81, Synergy_Loewe=3.35, Synergy_HSA=2.01. (2) Drug 1: C1=CN(C(=O)N=C1N)C2C(C(C(O2)CO)O)O.Cl. Drug 2: C#CCC(CC1=CN=C2C(=N1)C(=NC(=N2)N)N)C3=CC=C(C=C3)C(=O)NC(CCC(=O)O)C(=O)O. Cell line: HL-60(TB). Synergy scores: CSS=70.6, Synergy_ZIP=2.31, Synergy_Bliss=0.638, Synergy_Loewe=6.23, Synergy_HSA=6.29. (3) Drug 1: CNC(=O)C1=CC=CC=C1SC2=CC3=C(C=C2)C(=NN3)C=CC4=CC=CC=N4. Drug 2: C1=NNC2=C1C(=O)NC=N2. Cell line: HCC-2998. Synergy scores: CSS=3.10, Synergy_ZIP=-0.301, Synergy_Bliss=0.850, Synergy_Loewe=-2.03, Synergy_HSA=-0.611. (4) Drug 1: C1=NC(=NC(=O)N1C2C(C(C(O2)CO)O)O)N. Drug 2: CC1=C(C(=CC=C1)Cl)NC(=O)C2=CN=C(S2)NC3=CC(=NC(=N3)C)N4CCN(CC4)CCO. Cell line: A498. Synergy scores: CSS=14.8, Synergy_ZIP=-2.82, Synergy_Bliss=-0.182, Synergy_Loewe=0.659, Synergy_HSA=0.715. (5) Drug 1: CC1=C2C(C(=O)C3(C(CC4C(C3C(C(C2(C)C)(CC1OC(=O)C(C(C5=CC=CC=C5)NC(=O)C6=CC=CC=C6)O)O)OC(=O)C7=CC=CC=C7)(CO4)OC(=O)C)O)C)OC(=O)C. Drug 2: CCC1(C2=C(COC1=O)C(=O)N3CC4=CC5=C(C=CC(=C5CN(C)C)O)N=C4C3=C2)O.Cl. Cell line: SK-OV-3. Synergy scores: CSS=33.9, Synergy_ZIP=-7.48, Synergy_Bliss=-7.73, Synergy_Loewe=-9.40, Synergy_HSA=-5.31.